The task is: Regression. Given two drug SMILES strings and cell line genomic features, predict the synergy score measuring deviation from expected non-interaction effect.. This data is from Merck oncology drug combination screen with 23,052 pairs across 39 cell lines. (1) Drug 1: Cn1nnc2c(C(N)=O)ncn2c1=O. Drug 2: Cn1c(=O)n(-c2ccc(C(C)(C)C#N)cc2)c2c3cc(-c4cnc5ccccc5c4)ccc3ncc21. Cell line: CAOV3. Synergy scores: synergy=37.9. (2) Drug 1: O=C(NOCC(O)CO)c1ccc(F)c(F)c1Nc1ccc(I)cc1F. Drug 2: CC1(c2nc3c(C(N)=O)cccc3[nH]2)CCCN1. Cell line: CAOV3. Synergy scores: synergy=25.3.